Dataset: Peptide-MHC class II binding affinity with 134,281 pairs from IEDB. Task: Regression. Given a peptide amino acid sequence and an MHC pseudo amino acid sequence, predict their binding affinity value. This is MHC class II binding data. (1) The MHC is DRB1_0901 with pseudo-sequence DRB1_0901. The binding affinity (normalized) is 0.0290. The peptide sequence is RFTISRDNSKNTLYL. (2) The peptide sequence is AILNLSIDSSVDR. The MHC is HLA-DQA10101-DQB10501 with pseudo-sequence HLA-DQA10101-DQB10501. The binding affinity (normalized) is 0.313. (3) The peptide sequence is RVSPGNGWMIKETAC. The MHC is HLA-DQA10601-DQB10402 with pseudo-sequence HLA-DQA10601-DQB10402. The binding affinity (normalized) is 0.361. (4) The peptide sequence is SDAKTLVLNIKYTRP. The MHC is DRB5_0101 with pseudo-sequence DRB5_0101. The binding affinity (normalized) is 0.0842. (5) The peptide sequence is QGSVITVQGADDIKK. The MHC is DRB3_0101 with pseudo-sequence DRB3_0101. The binding affinity (normalized) is 0. (6) The peptide sequence is YDAFLANVSTVLTGK. The MHC is DRB1_0701 with pseudo-sequence DRB1_0701. The binding affinity (normalized) is 0.611. (7) The peptide sequence is SDYVYQPFPKTVWEQ. The MHC is HLA-DPA10103-DPB10301 with pseudo-sequence HLA-DPA10103-DPB10301. The binding affinity (normalized) is 0.